Dataset: Reaction yield outcomes from USPTO patents with 853,638 reactions. Task: Predict the reaction yield, written as a fraction of the theoretical maximum amount of product (1.0 means a 100% yield; for example, 0.34 means a 34% yield). (1) The reactants are [CH:1]12[CH2:10][CH:5]3[CH2:6][CH:7]([CH2:9][CH:3]([CH2:4]3)[CH:2]1[NH:11][C:12](=[O:23])OC1C=CC([N+]([O-])=O)=CC=1)[CH2:8]2.[NH:24]1[CH2:27][CH:26]([NH:28][C:29](=[O:35])[O:30][C:31]([CH3:34])([CH3:33])[CH3:32])[CH2:25]1.CCN(C(C)C)C(C)C.Cl. The catalyst is C(Cl)Cl. The product is [CH:3]12[CH2:4][CH:5]3[CH2:6][CH:7]([CH2:8][CH:1]([CH2:10]3)[CH:2]1[NH:11][C:12]([N:24]1[CH2:27][CH:26]([NH:28][C:29](=[O:35])[O:30][C:31]([CH3:33])([CH3:32])[CH3:34])[CH2:25]1)=[O:23])[CH2:9]2. The yield is 0.430. (2) The reactants are [O:1]1[CH:5]=[CH:4][CH:3]=[C:2]1[C:6]1[CH:11]=[CH:10][N:9]=[C:8]([C:12]([OH:14])=O)[CH:7]=1.FC(F)(F)C(O)=O.[Cl:22][C:23]1[CH:28]=[CH:27][C:26]([NH:29][C:30]([CH:32]2[CH2:37][CH2:36][CH2:35][NH:34][CH2:33]2)=[O:31])=[CH:25][CH:24]=1.C(N(CC)C(C)C)(C)C.Cl.C(N=C=NCCCN(C)C)C. The catalyst is C1COCC1.CN(C)C1C=CN=CC=1.ClCCl. The product is [Cl:22][C:23]1[CH:24]=[CH:25][C:26]([NH:29][C:30]([CH:32]2[CH2:37][CH2:36][CH2:35][N:34]([C:12]([C:8]3[CH:7]=[C:6]([C:2]4[O:1][CH:5]=[CH:4][CH:3]=4)[CH:11]=[CH:10][N:9]=3)=[O:14])[CH2:33]2)=[O:31])=[CH:27][CH:28]=1. The yield is 0.180.